Dataset: Forward reaction prediction with 1.9M reactions from USPTO patents (1976-2016). Task: Predict the product of the given reaction. (1) Given the reactants [CH3:1][C:2]1[CH:10]=[C:9]([N+:11]([O-:13])=[O:12])[CH:8]=[C:7]2[C:3]=1[CH:4]=[N:5][NH:6]2.[OH-].[Na+].[I:16]I.Cl, predict the reaction product. The product is: [I:16][C:4]1[C:3]2[C:7](=[CH:8][C:9]([N+:11]([O-:13])=[O:12])=[CH:10][C:2]=2[CH3:1])[NH:6][N:5]=1. (2) The product is: [C:23]([O:27][C:28](=[O:29])[NH:30][CH2:31][C:32]([CH3:46])([CH3:45])[CH2:33][N:8]1[C:9]2[CH:10]=[CH:11][C:2]([Cl:1])=[CH:3][C:4]=2[C:5]2=[N:15][N:14]([CH:16]3[CH2:21][CH2:20][CH2:19][CH2:18][O:17]3)[C:13]([CH3:22])=[C:6]2[C:7]1=[O:12])([CH3:26])([CH3:25])[CH3:24]. Given the reactants [Cl:1][C:2]1[CH:11]=[CH:10][C:9]2[NH:8][C:7](=[O:12])[C:6]3=[C:13]([CH3:22])[N:14]([CH:16]4[CH2:21][CH2:20][CH2:19][CH2:18][O:17]4)[N:15]=[C:5]3[C:4]=2[CH:3]=1.[C:23]([O:27][C:28]([NH:30][CH2:31][C:32]([CH3:46])([CH3:45])[CH2:33]OS(C1C=CC(C)=CC=1)(=O)=O)=[O:29])([CH3:26])([CH3:25])[CH3:24].C(=O)([O-])[O-].[K+].[K+].C1OCCOCCOCCOCCOCCOC1, predict the reaction product. (3) Given the reactants Br[C:2]1[C:7]([N+:8]([O-:10])=[O:9])=[CH:6][C:5]([Br:11])=[CH:4][N:3]=1.[Cl:12][C:13]1[CH:18]=[CH:17][C:16](B(O)O)=[CH:15][CH:14]=1.[O-]P([O-])([O-])=O.[K+].[K+].[K+], predict the reaction product. The product is: [Br:11][C:5]1[CH:6]=[C:7]([N+:8]([O-:10])=[O:9])[C:2]([C:16]2[CH:17]=[CH:18][C:13]([Cl:12])=[CH:14][CH:15]=2)=[N:3][CH:4]=1. (4) Given the reactants [Cl:1][C:2]1[C:3]([S:18][CH3:19])=[N:4][C:5]([NH:8][C@@H:9]2[CH2:14][CH2:13][CH2:12][C@H:11]([C:15]([NH2:17])=[O:16])[CH2:10]2)=[N:6][CH:7]=1.C(#N)C.C1C=C(Cl)C=C(C(OO)=[O:31])C=1.CO.C(Cl)(Cl)Cl, predict the reaction product. The product is: [Cl:1][C:2]1[C:3]([S:18]([CH3:19])=[O:31])=[N:4][C:5]([NH:8][C@@H:9]2[CH2:14][CH2:13][CH2:12][C@H:11]([C:15]([NH2:17])=[O:16])[CH2:10]2)=[N:6][CH:7]=1. (5) Given the reactants C[O:2][C:3]1[CH:11]=[CH:10][CH:9]=[C:8]2[C:4]=1[CH:5]=[C:6]([CH3:19])[N:7]2[CH2:12][C:13]1[CH:18]=[CH:17][CH:16]=[CH:15][CH:14]=1.B(Br)(Br)Br.C(Cl)Cl, predict the reaction product. The product is: [OH:2][C:3]1[CH:11]=[CH:10][CH:9]=[C:8]2[C:4]=1[CH:5]=[C:6]([CH3:19])[N:7]2[CH2:12][C:13]1[CH:18]=[CH:17][CH:16]=[CH:15][CH:14]=1. (6) The product is: [CH3:26][C:25]1[C:1]([C:2]2[CH:7]=[CH:6][CH:5]=[CH:4][CH:3]=2)=[N:19][C:17]2[CH:18]=[C:13]3[O:12][CH2:11][CH2:10][O:9][C:14]3=[CH:15][C:16]=2[C:21]=1[C:22]([OH:24])=[O:23]. Given the reactants [CH:1](=O)[C:2]1[CH:7]=[CH:6][CH:5]=[CH:4][CH:3]=1.[O:9]1[C:14]2[CH:15]=[CH:16][C:17]([NH2:19])=[CH:18][C:13]=2[O:12][CH2:11][CH2:10]1.O=[C:21]([CH2:25][CH3:26])[C:22]([OH:24])=[O:23], predict the reaction product. (7) Given the reactants [Cl:1][C:2]1[CH:3]=[C:4]([B:8]([C:10]2[CH:15]=[CH:14][CH:13]=[C:12]([C:16]3[O:17][CH2:18][C:19]([CH3:22])([CH3:21])[N:20]=3)[CH:11]=2)[OH:9])[CH:5]=[CH:6][CH:7]=1.O[C:24]1[CH:25]=[CH:26][CH:27]=[C:28]2[C:33]=1[N:32]=[CH:31][CH:30]=[CH:29]2, predict the reaction product. The product is: [N:32]1[C:33]2[C:28](=[CH:27][CH:26]=[CH:25][C:24]=2[O:9][B:8]([C:4]2[CH:5]=[CH:6][CH:7]=[C:2]([Cl:1])[CH:3]=2)[C:10]2[CH:15]=[CH:14][CH:13]=[C:12]([C:16]3[O:17][CH2:18][C:19]([CH3:22])([CH3:21])[N:20]=3)[CH:11]=2)[CH:29]=[CH:30][CH:31]=1. (8) Given the reactants [C:1]([O:5][C:6]([N:8]1[CH2:12][CH2:11][C@H:10]([CH:13](C(O)=O)[C:14]([OH:16])=[O:15])[CH2:9]1)=[O:7])([CH3:4])([CH3:3])[CH3:2], predict the reaction product. The product is: [C:1]([O:5][C:6]([N:8]1[CH2:12][CH2:11][C@H:10]([CH2:13][C:14]([OH:16])=[O:15])[CH2:9]1)=[O:7])([CH3:4])([CH3:2])[CH3:3]. (9) Given the reactants [Cl:1][C:2]1[C:3]([N:30]([CH3:32])[CH3:31])=[CH:4][C:5]2[O:10][CH:9]([C:11]([N:13]3[CH2:18][CH2:17][C:16]([CH2:21][C:22]4[CH:27]=[CH:26][C:25]([F:28])=[CH:24][CH:23]=4)([C:19]#[N:20])[CH2:15][CH2:14]3)=[O:12])[CH2:8][NH:7][C:6]=2[CH:29]=1.C(N(CC)CC)C.[C:40](Cl)(=[O:42])[CH3:41], predict the reaction product. The product is: [C:40]([N:7]1[C:6]2[CH:29]=[C:2]([Cl:1])[C:3]([N:30]([CH3:31])[CH3:32])=[CH:4][C:5]=2[O:10][CH:9]([C:11]([N:13]2[CH2:14][CH2:15][C:16]([CH2:21][C:22]3[CH:23]=[CH:24][C:25]([F:28])=[CH:26][CH:27]=3)([C:19]#[N:20])[CH2:17][CH2:18]2)=[O:12])[CH2:8]1)(=[O:42])[CH3:41].